Dataset: CYP2D6 inhibition data for predicting drug metabolism from PubChem BioAssay. Task: Regression/Classification. Given a drug SMILES string, predict its absorption, distribution, metabolism, or excretion properties. Task type varies by dataset: regression for continuous measurements (e.g., permeability, clearance, half-life) or binary classification for categorical outcomes (e.g., BBB penetration, CYP inhibition). Dataset: cyp2d6_veith. (1) The molecule is O=C(O)[C@H]1CCCC[C@@H]1c1c2ccc(=O)c(O)c-2oc2c(O)c(O)ccc12. The result is 0 (non-inhibitor). (2) The drug is Cc1c(CC(C)(C)C(=O)O)n(Cc2ccc(Cl)cc2)c2ccc(F)cc12. The result is 0 (non-inhibitor). (3) The molecule is CO[C@@H]1COC(=O)[C@H]2CCCN2C(=O)C/C=C\[C@@H](C)[C@H](OC)COC(=O)C/C=C\[C@@H]1C. The result is 0 (non-inhibitor). (4) The drug is Cc1c(NC(=O)CN2C(=O)C3C4C=CC(C4)C3C2=O)c(=O)n(-c2ccccc2)n1C. The result is 0 (non-inhibitor). (5) The compound is CCC(=O)NC(Nc1sc2c(c1C(=O)OC)CCCC2)(C(F)(F)F)C(F)(F)F. The result is 0 (non-inhibitor). (6) The drug is CC(=O)N1C2C3N(C(C)=O)C1C1N(C(C)=O)C(C(N1C(C)=O)N3C(C)=O)N2C(C)=O. The result is 0 (non-inhibitor). (7) The result is 0 (non-inhibitor). The drug is O=S(=O)(c1ccc(Cl)cc1)c1cnc(-c2cccnc2)nc1-c1ccccc1. (8) The compound is Cc1nc2cnc(N3CCNCC3)nc2n(Cc2ccc(F)cc2)c1=O. The result is 0 (non-inhibitor). (9) The drug is CCOC(=O)N1CCN(Cc2nc3c(c(=O)[nH]c(=O)n3C)n2Cc2ccccc2C)CC1. The result is 1 (inhibitor).